This data is from NCI-60 drug combinations with 297,098 pairs across 59 cell lines. The task is: Regression. Given two drug SMILES strings and cell line genomic features, predict the synergy score measuring deviation from expected non-interaction effect. (1) Drug 1: C1=NC2=C(N=C(N=C2N1C3C(C(C(O3)CO)O)F)Cl)N. Drug 2: C1=NC(=NC(=O)N1C2C(C(C(O2)CO)O)O)N. Cell line: NCI-H460. Synergy scores: CSS=61.9, Synergy_ZIP=-0.154, Synergy_Bliss=1.08, Synergy_Loewe=-1.92, Synergy_HSA=-0.441. (2) Drug 1: C1CN1C2=NC(=NC(=N2)N3CC3)N4CC4. Drug 2: CC1CCCC2(C(O2)CC(NC(=O)CC(C(C(=O)C(C1O)C)(C)C)O)C(=CC3=CSC(=N3)C)C)C. Cell line: SW-620. Synergy scores: CSS=55.5, Synergy_ZIP=-3.47, Synergy_Bliss=-6.80, Synergy_Loewe=-14.0, Synergy_HSA=-3.05. (3) Drug 1: CN(C)N=NC1=C(NC=N1)C(=O)N. Drug 2: CC1CCC2CC(C(=CC=CC=CC(CC(C(=O)C(C(C(=CC(C(=O)CC(OC(=O)C3CCCCN3C(=O)C(=O)C1(O2)O)C(C)CC4CCC(C(C4)OC)OCCO)C)C)O)OC)C)C)C)OC. Cell line: MDA-MB-435. Synergy scores: CSS=-3.23, Synergy_ZIP=-1.75, Synergy_Bliss=-1.22, Synergy_Loewe=-16.2, Synergy_HSA=-5.53. (4) Drug 1: CC1=C(C=C(C=C1)NC(=O)C2=CC=C(C=C2)CN3CCN(CC3)C)NC4=NC=CC(=N4)C5=CN=CC=C5. Drug 2: C1=CC=C(C=C1)NC(=O)CCCCCCC(=O)NO. Cell line: RXF 393. Synergy scores: CSS=0.237, Synergy_ZIP=-1.46, Synergy_Bliss=-0.0389, Synergy_Loewe=-5.71, Synergy_HSA=-2.28. (5) Drug 1: CC(C)(C#N)C1=CC(=CC(=C1)CN2C=NC=N2)C(C)(C)C#N. Drug 2: CC1CCCC2(C(O2)CC(NC(=O)CC(C(C(=O)C(C1O)C)(C)C)O)C(=CC3=CSC(=N3)C)C)C. Cell line: HL-60(TB). Synergy scores: CSS=68.0, Synergy_ZIP=0.694, Synergy_Bliss=0.225, Synergy_Loewe=-17.1, Synergy_HSA=-1.06. (6) Drug 1: CC1=C(C(CCC1)(C)C)C=CC(=CC=CC(=CC(=O)O)C)C. Drug 2: C1=CN(C=N1)CC(O)(P(=O)(O)O)P(=O)(O)O. Cell line: NCI-H460. Synergy scores: CSS=0.294, Synergy_ZIP=5.86, Synergy_Bliss=0.604, Synergy_Loewe=-0.0983, Synergy_HSA=-0.609. (7) Drug 1: CC1=C2C(C(=O)C3(C(CC4C(C3C(C(C2(C)C)(CC1OC(=O)C(C(C5=CC=CC=C5)NC(=O)C6=CC=CC=C6)O)O)OC(=O)C7=CC=CC=C7)(CO4)OC(=O)C)O)C)OC(=O)C. Drug 2: COCCOC1=C(C=C2C(=C1)C(=NC=N2)NC3=CC=CC(=C3)C#C)OCCOC.Cl. Cell line: NCI/ADR-RES. Synergy scores: CSS=3.71, Synergy_ZIP=-4.09, Synergy_Bliss=-3.44, Synergy_Loewe=-0.552, Synergy_HSA=-0.446. (8) Drug 1: CN(C)N=NC1=C(NC=N1)C(=O)N. Drug 2: CC1=C(N=C(N=C1N)C(CC(=O)N)NCC(C(=O)N)N)C(=O)NC(C(C2=CN=CN2)OC3C(C(C(C(O3)CO)O)O)OC4C(C(C(C(O4)CO)O)OC(=O)N)O)C(=O)NC(C)C(C(C)C(=O)NC(C(C)O)C(=O)NCCC5=NC(=CS5)C6=NC(=CS6)C(=O)NCCC[S+](C)C)O. Cell line: SF-268. Synergy scores: CSS=34.2, Synergy_ZIP=7.12, Synergy_Bliss=4.03, Synergy_Loewe=-40.6, Synergy_HSA=1.69. (9) Drug 1: C1CCC(C1)C(CC#N)N2C=C(C=N2)C3=C4C=CNC4=NC=N3. Drug 2: CCCCCOC(=O)NC1=NC(=O)N(C=C1F)C2C(C(C(O2)C)O)O. Cell line: CCRF-CEM. Synergy scores: CSS=-5.57, Synergy_ZIP=-0.871, Synergy_Bliss=-7.78, Synergy_Loewe=-9.60, Synergy_HSA=-9.41. (10) Drug 1: CS(=O)(=O)C1=CC(=C(C=C1)C(=O)NC2=CC(=C(C=C2)Cl)C3=CC=CC=N3)Cl. Drug 2: CC(C1=C(C=CC(=C1Cl)F)Cl)OC2=C(N=CC(=C2)C3=CN(N=C3)C4CCNCC4)N. Cell line: HL-60(TB). Synergy scores: CSS=15.6, Synergy_ZIP=-4.31, Synergy_Bliss=-5.60, Synergy_Loewe=-22.1, Synergy_HSA=-11.8.